Dataset: Forward reaction prediction with 1.9M reactions from USPTO patents (1976-2016). Task: Predict the product of the given reaction. (1) Given the reactants Cl[C:2]1[CH:7]=[C:6]([C:8]2[CH:13]=[CH:12][C:11]([F:14])=[C:10]([Cl:15])[CH:9]=2)[N:5]=[C:4]([C:16]2[CH:21]=[CH:20][N:19]=[CH:18][CH:17]=2)[N:3]=1.FC(F)(F)C1C(N2CCNCC2)=NC=CC=1.C([O-])([O-])=[O:39].[K+].[K+], predict the reaction product. The product is: [Cl:15][C:10]1[CH:9]=[C:8]([C:6]2[N:5]=[C:4]([C:16]3[CH:21]=[CH:20][N:19]=[CH:18][CH:17]=3)[N:3]=[C:2]([OH:39])[CH:7]=2)[CH:13]=[CH:12][C:11]=1[F:14]. (2) Given the reactants [S:1]1[C:3]2([CH2:8][CH2:7][N:6]([C:9]([O:11][C:12]([CH3:15])([CH3:14])[CH3:13])=[O:10])[CH2:5][CH2:4]2)[CH2:2]1.ClC1C=CC2N=NN(OC(=[N+](C)C)N(C)C)C=2C=1, predict the reaction product. The product is: [CH3:2][C:3]1([SH:1])[CH2:4][CH2:5][N:6]([C:9]([O:11][C:12]([CH3:15])([CH3:14])[CH3:13])=[O:10])[CH2:7][CH2:8]1. (3) Given the reactants [I-].[Cl:2][C:3]1[CH:8]=[CH:7][C:6]([N:9]2[CH2:13][CH2:12][S:11]/[C:10]/2=[N:14]\[C:15]([N:17]2[CH:21]=[CH:20][N+](C)=[CH:18]2)=[O:16])=[CH:5][CH:4]=1.C(N(C(C)C)CC)(C)C.[F:32][C:33]1[CH:34]=C(CNC)[CH:36]=[CH:37][CH:38]=1, predict the reaction product. The product is: [Cl:2][C:3]1[CH:4]=[CH:5][C:6]([N:9]2[CH2:13][CH2:12][S:11]/[C:10]/2=[N:14]\[C:15](=[O:16])[N:17]([CH2:21][C:20]2[CH:36]=[CH:37][CH:38]=[C:33]([F:32])[CH:34]=2)[CH3:18])=[CH:7][CH:8]=1. (4) The product is: [C:1]1([NH:7][S:8]([C:11]2[CH:12]=[C:13]3[C:17](=[CH:18][CH:19]=2)[NH:16][C:15](=[O:20])[C:14]3=[CH:31][C:30]2[NH:29][CH:28]=[C:27]3[C:22](=[O:21])[O:23][CH2:24][CH2:25][C:26]=23)(=[O:10])=[O:9])[CH:2]=[CH:3][CH:4]=[CH:5][CH:6]=1. Given the reactants [C:1]1([NH:7][S:8]([C:11]2[CH:12]=[C:13]3[C:17](=[CH:18][CH:19]=2)[NH:16][C:15](=[O:20])[CH2:14]3)(=[O:10])=[O:9])[CH:6]=[CH:5][CH:4]=[CH:3][CH:2]=1.[O:21]=[C:22]1[C:27]2=[CH:28][NH:29][C:30]([CH:31]=O)=[C:26]2[CH2:25][CH2:24][O:23]1, predict the reaction product. (5) The product is: [Cl:33][C:34]1[N:39]=[C:38]([O:1][C:2]2[CH:28]=[CH:27][C:26]([C:29]([F:32])([F:31])[F:30])=[CH:25][C:3]=2[CH2:4][NH:5][C:6]([NH:8][C:9]2[N:13]([C:14]3[CH:15]=[CH:16][C:17]([CH3:20])=[CH:18][CH:19]=3)[N:12]=[C:11]([C:21]([CH3:24])([CH3:22])[CH3:23])[CH:10]=2)=[O:7])[CH:37]=[CH:36][N:35]=1. Given the reactants [OH:1][C:2]1[CH:28]=[CH:27][C:26]([C:29]([F:32])([F:31])[F:30])=[CH:25][C:3]=1[CH2:4][NH:5][C:6]([NH:8][C:9]1[N:13]([C:14]2[CH:19]=[CH:18][C:17]([CH3:20])=[CH:16][CH:15]=2)[N:12]=[C:11]([C:21]([CH3:24])([CH3:23])[CH3:22])[CH:10]=1)=[O:7].[Cl:33][C:34]1[N:39]=[C:38](Cl)[CH:37]=[CH:36][N:35]=1.[OH-].[Na+], predict the reaction product. (6) Given the reactants [CH3:1][O:2][C:3](=[O:23])[CH:4]([O:20][CH2:21][CH3:22])[CH2:5][C:6]1[CH:11]=[CH:10][C:9]([O:12]CC2C=CC=CC=2)=[CH:8][CH:7]=1.COC(=O)C(OC)CC1C=CC=C(O)C=1, predict the reaction product. The product is: [CH3:1][O:2][C:3](=[O:23])[CH:4]([O:20][CH2:21][CH3:22])[CH2:5][C:6]1[CH:11]=[CH:10][C:9]([OH:12])=[CH:8][CH:7]=1. (7) Given the reactants [F:1][C:2]1[CH:7]=[CH:6][C:5](I)=[CH:4][C:3]=1[C@:9]1([CH2:20][F:21])[CH2:14][C@@H:13]([C:15]([F:18])([F:17])[F:16])[O:12][C:11]([NH2:19])=[N:10]1.[Cl:22][C:23]1[CH:24]=[N:25][CH:26]=[C:27]([C:29]#[C:30][Si](C)(C)C)[CH:28]=1, predict the reaction product. The product is: [Cl:22][C:23]1[CH:28]=[C:27]([C:29]#[C:30][C:5]2[CH:6]=[CH:7][C:2]([F:1])=[C:3]([C@:9]3([CH2:20][F:21])[CH2:14][C@@H:13]([C:15]([F:18])([F:17])[F:16])[O:12][C:11]([NH2:19])=[N:10]3)[CH:4]=2)[CH:26]=[N:25][CH:24]=1.